From a dataset of Forward reaction prediction with 1.9M reactions from USPTO patents (1976-2016). Predict the product of the given reaction. (1) Given the reactants Cl[C:2]([C:15]1[CH:20]=[CH:19][CH:18]=[CH:17][CH:16]=1)([C:9]1[CH:14]=[CH:13][CH:12]=[CH:11][CH:10]=1)[C:3]1[CH:8]=[CH:7][CH:6]=[CH:5][CH:4]=1.CCN(CC)CC.[NH:28]1[C:32]([CH2:33][C:34]([OH:36])=[O:35])=[N:31][N:30]=[N:29]1, predict the reaction product. The product is: [C:2]([N:28]1[C:32]([CH2:33][C:34]([OH:36])=[O:35])=[N:31][N:30]=[N:29]1)([C:15]1[CH:20]=[CH:19][CH:18]=[CH:17][CH:16]=1)([C:9]1[CH:14]=[CH:13][CH:12]=[CH:11][CH:10]=1)[C:3]1[CH:8]=[CH:7][CH:6]=[CH:5][CH:4]=1. (2) The product is: [CH3:6][CH:5]([CH3:7])[CH2:4][C@@H:3]([NH:8][C:9]1[N:10]=[C:11]([C:21]2[CH:22]=[N:23][N:24]([CH3:26])[CH:25]=2)[C:12]2[C:13](=[O:14])[NH:20][CH2:19][C:17]=2[CH:18]=1)[C:2]([NH2:1])=[O:27]. Given the reactants [NH2:1][C:2](=[O:27])[C@H:3]([NH:8][C:9]1[CH:18]=[C:17]([C:19]#[N:20])[C:12]([C:13](OC)=[O:14])=[C:11]([C:21]2[CH:22]=[N:23][N:24]([CH3:26])[CH:25]=2)[N:10]=1)[CH2:4][CH:5]([CH3:7])[CH3:6], predict the reaction product. (3) Given the reactants [C:1]([C:3]1[C:8]([CH3:9])=[CH:7][CH:6]=[CH:5][N:4]=1)#[N:2].S(=O)(=O)(O)[OH:11].[C:15]1([CH3:21])[CH:20]=CC=C[CH:16]=1.N, predict the reaction product. The product is: [CH3:16][C:15]([NH:2][C:1]([C:3]1[C:8]([CH3:9])=[CH:7][CH:6]=[CH:5][N:4]=1)=[O:11])([CH3:21])[CH3:20]. (4) Given the reactants [C:1](C1C=CC=CC=1)(=O)[CH3:2].C(C1C=CC=CC=1)(=O)C1C=CC=CC=1.[C:34](OO[C:34](=[O:41])[C:35]1[CH:40]=[CH:39][CH:38]=[CH:37][CH:36]=1)(=[O:41])[C:35]1[CH:40]=[CH:39][CH:38]=[CH:37][CH:36]=1.ClC1C=CC2[S:53][C:52]3[C:47](=[CH:48][CH:49]=[CH:50][CH:51]=3)[C:46](=O)[C:45]=2C=1.N(C1C=C(S(O)(=O)=O)C(C=CC2C(S(O)(=O)=O)=CC(N=[N+]=[N-])=CC=2)=CC=1)=[N+]=[N-], predict the reaction product. The product is: [CH3:1][CH2:2][C:49]1[CH:50]=[C:51]2[C:34]([C:35]3[C:36]([S:53][C:52]2=[C:47]([CH2:46][CH3:45])[CH:48]=1)=[CH:37][CH:38]=[CH:39][CH:40]=3)=[O:41].